Dataset: Reaction yield outcomes from USPTO patents with 853,638 reactions. Task: Predict the reaction yield, written as a fraction of the theoretical maximum amount of product (1.0 means a 100% yield; for example, 0.34 means a 34% yield). (1) The reactants are Cl.[NH:2]([C:4]1[CH:9]=[C:8]([C:10]#[N:11])[CH:7]=[CH:6][N:5]=1)[NH2:3].CN(C)/[CH:14]=[CH:15]/[C:16]([C:18]1[CH:23]=[CH:22][CH:21]=[C:20]([O:24][CH3:25])[CH:19]=1)=O. No catalyst specified. The product is [CH3:25][O:24][C:20]1[CH:19]=[C:18]([C:16]2[N:2]([C:4]3[CH:9]=[C:8]([C:10]#[N:11])[CH:7]=[CH:6][N:5]=3)[N:3]=[CH:14][CH:15]=2)[CH:23]=[CH:22][CH:21]=1. The yield is 0.980. (2) The product is [NH2:1][C:2]([C:4]1[CH:5]=[N:6][C:7]2[C:12]([C:13]=1[NH:14][C:15]1[CH:16]=[C:17]([CH:23]=[CH:24][CH:25]=1)[C:18]([OH:20])=[O:19])=[CH:11][CH:10]=[C:9]([C:51]1[C:52]([O:61][CH3:62])=[N:53][C:54]([O:59][CH3:60])=[N:55][C:56]=1[O:57][CH3:58])[CH:8]=2)=[O:3]. The yield is 0.150. The reactants are [NH2:1][C:2]([C:4]1[CH:5]=[N:6][C:7]2[C:12]([C:13]=1[NH:14][C:15]1[CH:16]=[C:17]([CH:23]=[CH:24][CH:25]=1)[C:18]([O:20]CC)=[O:19])=[CH:11][CH:10]=[C:9](Br)[CH:8]=2)=[O:3].B1(B2OC(C)(C)C(C)(C)O2)OC(C)(C)C(C)(C)O1.C([O-])(=O)C.[K+].Br[C:51]1[C:52]([O:61][CH3:62])=[N:53][C:54]([O:59][CH3:60])=[N:55][C:56]=1[O:57][CH3:58].C(=O)(O)[O-].[Na+].[OH-].[Na+]. The catalyst is O1CCOCC1.C1C=CC([P]([Pd]([P](C2C=CC=CC=2)(C2C=CC=CC=2)C2C=CC=CC=2)([P](C2C=CC=CC=2)(C2C=CC=CC=2)C2C=CC=CC=2)[P](C2C=CC=CC=2)(C2C=CC=CC=2)C2C=CC=CC=2)(C2C=CC=CC=2)C2C=CC=CC=2)=CC=1.C(O)C.